This data is from Catalyst prediction with 721,799 reactions and 888 catalyst types from USPTO. The task is: Predict which catalyst facilitates the given reaction. (1) Reactant: C[O:2][C:3]1[CH:4]=[CH:5][CH:6]=[C:7]2[C:12]=1[N:11]=[C:10]([C:13]([F:16])([F:15])[F:14])[CH:9]=[CH:8]2.O.[OH-].[Na+]. Product: [F:16][C:13]([F:14])([F:15])[C:10]1[CH:9]=[CH:8][C:7]2[C:12](=[C:3]([OH:2])[CH:4]=[CH:5][CH:6]=2)[N:11]=1. The catalyst class is: 201. (2) The catalyst class is: 5. Reactant: [OH-].[Na+].C([O:5][C:6]([C:8]1[CH:12]=[C:11]([C:13]2[CH:18]=[CH:17][CH:16]=[CH:15][N:14]=2)[N:10]([C:19]2[CH:20]=[N:21][C:22]([O:25][CH3:26])=[CH:23][CH:24]=2)[N:9]=1)=[O:7])C.Cl. Product: [CH3:26][O:25][C:22]1[N:21]=[CH:20][C:19]([N:10]2[C:11]([C:13]3[CH:18]=[CH:17][CH:16]=[CH:15][N:14]=3)=[CH:12][C:8]([C:6]([OH:7])=[O:5])=[N:9]2)=[CH:24][CH:23]=1. (3) Reactant: [C:1]1([C:7]2[O:11][N:10]=[C:9]([C:12]3[O:16][N:15]=[C:14]4[C:17]5[C:22]([CH2:23][CH2:24][C:13]=34)=[CH:21][C:20]([CH:25]=O)=[CH:19][CH:18]=5)[C:8]=2[C:27]([F:30])([F:29])[F:28])[CH:6]=[CH:5][CH:4]=[CH:3][CH:2]=1.Cl.[NH:32]([CH2:34][C:35]([OH:37])=[O:36])[CH3:33].C([O-])(=[O:40])C.[Na+].S([O-])([O-])(=O)=O.[Na+].[Na+].C([BH3-])#N.[Na+].[CH3:54][OH:55]. Product: [CH3:33][N:32]([CH2:25][C:20]1[CH:21]=[C:22]2[C:17](=[CH:18][CH:19]=1)[C:14]1=[N:15][O:16][C:12]([C:9]3[C:8]([C:27]([F:28])([F:29])[F:30])=[C:7]([C:1]4[CH:6]=[CH:5][CH:4]=[CH:3][CH:2]=4)[O:11][N:10]=3)=[C:13]1[CH2:24][CH2:23]2)[CH2:34][C:35]([OH:37])=[O:36].[C:54]([OH:40])([C:27]([F:30])([F:29])[F:28])=[O:55]. The catalyst class is: 26. (4) Reactant: CCN(C(C)C)C(C)C.[OH:10][C:11]1[CH:12]=[CH:13][CH:14]=[C:15]2[C:20]=1[O:19][C:18](=[O:21])[C:17]([C:22]([OH:24])=O)=[CH:16]2.CN(C(ON1N=NC2C=CC=NC1=2)=[N+](C)C)C.F[P-](F)(F)(F)(F)F.[C:49]([O:53][C:54]([N:56]1[CH:60]=[CH:59][CH:58]=[C:57]1[C:61]1[CH:66]=[CH:65][CH:64]=[C:63]([NH2:67])[CH:62]=1)=[O:55])([CH3:52])([CH3:51])[CH3:50]. Product: [C:49]([O:53][C:54]([N:56]1[CH:60]=[CH:59][CH:58]=[C:57]1[C:61]1[CH:66]=[CH:65][CH:64]=[C:63]([NH:67][C:22]([C:17]2[C:18](=[O:21])[O:19][C:20]3[C:15]([CH:16]=2)=[CH:14][CH:13]=[CH:12][C:11]=3[OH:10])=[O:24])[CH:62]=1)=[O:55])([CH3:52])([CH3:50])[CH3:51]. The catalyst class is: 3. (5) Reactant: [NH2:1][C@@H:2]1[CH2:7][CH2:6][C@H:5]([NH:8][C:9]2[CH:14]=[C:13]([N:15]([CH3:17])[CH3:16])[N:12]=[C:11]([CH3:18])[N:10]=2)[CH2:4][CH2:3]1.[CH3:19][O:20][C:21]1[CH:22]=[C:23]([N:27]=[C:28]=[O:29])[CH:24]=[CH:25][CH:26]=1.[C:30]([OH:36])([C:32]([F:35])([F:34])[F:33])=[O:31]. Product: [F:33][C:32]([F:35])([F:34])[C:30]([OH:36])=[O:31].[CH3:16][N:15]([CH3:17])[C:13]1[N:12]=[C:11]([CH3:18])[N:10]=[C:9]([NH:8][C@@H:5]2[CH2:4][CH2:3][C@H:2]([NH:1][C:28]([NH:27][C:23]3[CH:24]=[CH:25][CH:26]=[C:21]([O:20][CH3:19])[CH:22]=3)=[O:29])[CH2:7][CH2:6]2)[CH:14]=1. The catalyst class is: 16. (6) Reactant: I[CH:2]([CH3:4])[CH3:3].[F:5][C:6]1[C:11]([F:12])=[C:10]([N+:13]([O-:15])=[O:14])[CH:9]=[CH:8][C:7]=1[OH:16].C([O-])([O-])=O.[K+].[K+].O. Product: [F:5][C:6]1[C:11]([F:12])=[C:10]([N+:13]([O-:15])=[O:14])[CH:9]=[CH:8][C:7]=1[O:16][CH:2]([CH3:4])[CH3:3]. The catalyst class is: 16. (7) Reactant: [O:1]=[C:2]1[CH:7]([C:8]([O:10][CH2:11][CH3:12])=[O:9])[CH2:6][CH2:5][O:4][CH2:3]1.CCN(C(C)C)C(C)C.[O:22](S(C(F)(F)F)(=O)=O)[S:23]([C:26]([F:29])([F:28])[F:27])(=O)=[O:24]. Product: [F:27][C:26]([F:29])([F:28])[S:23]([O:1][C:2]1[CH2:3][O:4][CH2:5][CH2:6][C:7]=1[C:8]([O:10][CH2:11][CH3:12])=[O:9])(=[O:24])=[O:22]. The catalyst class is: 2. (8) Reactant: [F:1][C:2]([F:7])([F:6])[CH:3]([OH:5])[CH3:4].[H-].[Na+].F[C:11]1[CH:18]=[CH:17][C:16]([CH:19]=[O:20])=[CH:15][C:12]=1[C:13]#[N:14]. Product: [CH:19]([C:16]1[CH:17]=[CH:18][C:11]([O:5][CH:3]([CH3:4])[C:2]([F:7])([F:6])[F:1])=[C:12]([CH:15]=1)[C:13]#[N:14])=[O:20]. The catalyst class is: 31. (9) Reactant: C[Si](C)(C)CCOC[N:7]1[C:11]2[N:12]=[CH:13][N:14]=[C:15]([C:16]3[CH:17]=[N:18][N:19]([CH:21]([CH2:25][C:26]#[N:27])[CH2:22][C:23]#[N:24])[CH:20]=3)[C:10]=2[CH:9]=[CH:8]1.C(#N)C.F[B-](F)(F)F.[Li+].[OH-].[NH4+]. Product: [N:12]1[C:11]2[NH:7][CH:8]=[CH:9][C:10]=2[C:15]([C:16]2[CH:17]=[N:18][N:19]([CH:21]([CH2:22][C:23]#[N:24])[CH2:25][C:26]#[N:27])[CH:20]=2)=[N:14][CH:13]=1. The catalyst class is: 6.